From a dataset of Reaction yield outcomes from USPTO patents with 853,638 reactions. Predict the reaction yield, written as a fraction of the theoretical maximum amount of product (1.0 means a 100% yield; for example, 0.34 means a 34% yield). (1) The reactants are [Cl:1][C:2]1[CH:10]=[C:9]2[C:5]([C:6]([CH2:11][O:12][CH3:13])=[CH:7][NH:8]2)=[CH:4][CH:3]=1.[H-].[Na+].[CH3:16][O:17][C:18]1[CH:23]=[CH:22][C:21]([S:24](Cl)(=[O:26])=[O:25])=[CH:20][C:19]=1[N:28]1[CH2:33][CH2:32][N:31]([C:34](=[O:39])[C:35]([F:38])([F:37])[F:36])[CH2:30][CH2:29]1. The catalyst is C1COCC1. The product is [Cl:1][C:2]1[CH:10]=[C:9]2[C:5]([C:6]([CH2:11][O:12][CH3:13])=[CH:7][N:8]2[S:24]([C:21]2[CH:22]=[CH:23][C:18]([O:17][CH3:16])=[C:19]([N:28]3[CH2:29][CH2:30][N:31]([C:34](=[O:39])[C:35]([F:38])([F:36])[F:37])[CH2:32][CH2:33]3)[CH:20]=2)(=[O:25])=[O:26])=[CH:4][CH:3]=1. The yield is 0.749. (2) The reactants are [CH3:1][NH:2][C:3]([N:5]1[CH2:10][CH2:9][CH2:8][CH2:7][CH:6]1[C:11]1[N:12]=[N:13][N:14]([C:16]2[CH:21]=[CH:20][CH:19]=[C:18]([Cl:22])[CH:17]=2)[N:15]=1)=[S:4].I[CH3:24]. The catalyst is CO. The product is [CH3:24][S:4][C:3]([N:5]1[CH2:10][CH2:9][CH2:8][CH2:7][CH:6]1[C:11]1[N:12]=[N:13][N:14]([C:16]2[CH:21]=[CH:20][CH:19]=[C:18]([Cl:22])[CH:17]=2)[N:15]=1)=[N:2][CH3:1]. The yield is 1.00. (3) The reactants are [Cl:1][C:2]1[CH:3]=[C:4]([CH2:8][CH:9]([CH3:16])[CH2:10][C:11]([O:13]CC)=[O:12])[CH:5]=[CH:6][CH:7]=1.[OH-].[Na+]. The catalyst is CCO. The product is [Cl:1][C:2]1[CH:3]=[C:4]([CH2:8][CH:9]([CH3:16])[CH2:10][C:11]([OH:13])=[O:12])[CH:5]=[CH:6][CH:7]=1. The yield is 0.850. (4) The reactants are O.[OH-].[Li+].C([O:6][C:7]([C:9]1[N:10]=[N:11][C:12]([O:15][CH2:16][C:17]2[N:18]([CH3:28])[N:19]=[N:20][C:21]=2[C:22]2[CH:27]=[CH:26][CH:25]=[CH:24][N:23]=2)=[CH:13][CH:14]=1)=[O:8])C. The catalyst is O.C1COCC1.CO. The product is [CH3:28][N:18]1[C:17]([CH2:16][O:15][C:12]2[N:11]=[N:10][C:9]([C:7]([OH:8])=[O:6])=[CH:14][CH:13]=2)=[C:21]([C:22]2[CH:27]=[CH:26][CH:25]=[CH:24][N:23]=2)[N:20]=[N:19]1. The yield is 0.670. (5) The reactants are [Cl:1][C:2]1[CH:3]=[C:4]([CH:19]=[CH:20][CH:21]=1)[C:5]([NH:7][C:8](=S)[NH:9][C:10]1[CH:15]=[C:14]([F:16])[CH:13]=[C:12]([Cl:17])[CH:11]=1)=[O:6].[F:22][C:23]([F:31])([F:30])[C:24]1[NH:28][N:27]=[C:26]([NH2:29])[CH:25]=1.CN(C)CCCN=C=NCC. The catalyst is COC(C)(C)C.CCOC(C)=O.O. The product is [CH3:23][C:24]([CH3:25])=[O:6].[Cl:1][C:2]1[CH:3]=[C:4]([CH:19]=[CH:20][CH:21]=1)[C:5]([N:7]=[C:8]([NH:9][C:10]1[CH:15]=[C:14]([F:16])[CH:13]=[C:12]([Cl:17])[CH:11]=1)[NH:29][C:26]1[CH:25]=[C:24]([C:23]([F:31])([F:30])[F:22])[NH:28][N:27]=1)=[O:6]. The yield is 0.250.